This data is from Reaction yield outcomes from USPTO patents with 853,638 reactions. The task is: Predict the reaction yield, written as a fraction of the theoretical maximum amount of product (1.0 means a 100% yield; for example, 0.34 means a 34% yield). (1) The reactants are C[O:2][C:3]([C:5]1[NH:9][C:8]2[CH:10]=[CH:11][CH:12]=[CH:13][C:7]=2[N:6]=1)=[O:4].Cl. The catalyst is [OH-].[Na+].CO. The product is [NH:6]1[C:7]2[CH:13]=[CH:12][CH:11]=[CH:10][C:8]=2[N:9]=[C:5]1[C:3]([OH:4])=[O:2]. The yield is 0.800. (2) The reactants are [CH3:1][C:2]1[CH:3]=[C:4]([N:9]([CH2:21][CH2:22][C:23]2[CH:24]=[N:25][C:26]([C:29]([F:32])([F:31])[F:30])=[CH:27][CH:28]=2)[C:10](=[O:20])[C:11]([C:13]2[CH:18]=[CH:17][C:16]([F:19])=[CH:15][CH:14]=2)=[O:12])[CH:5]=[CH:6][C:7]=1[CH3:8].[BH4-].[Na+]. The catalyst is CO. The product is [CH3:1][C:2]1[CH:3]=[C:4]([N:9]([CH2:21][CH2:22][C:23]2[CH:24]=[N:25][C:26]([C:29]([F:31])([F:32])[F:30])=[CH:27][CH:28]=2)[C:10](=[O:20])[C@H:11]([C:13]2[CH:14]=[CH:15][C:16]([F:19])=[CH:17][CH:18]=2)[OH:12])[CH:5]=[CH:6][C:7]=1[CH3:8]. The yield is 0.970. (3) The reactants are [F:1][C:2]1[CH:3]=[CH:4][C:5]([NH:8][NH:9][C:10]([C@:12]2([CH3:18])[CH2:16][CH2:15][CH2:14][N:13]2[CH3:17])=O)=[N:6][CH:7]=1.CCN(CC)CC.C1C=CC(P(C2C=CC=CC=2)C2C=CC=CC=2)=CC=1.ClC(Cl)(Cl)C(Cl)(Cl)Cl. The catalyst is C1COCC1. The product is [CH3:17][N:13]1[CH2:14][CH2:15][CH2:16][C@:12]1([C:10]1[N:6]2[CH:7]=[C:2]([F:1])[CH:3]=[CH:4][C:5]2=[N:8][N:9]=1)[CH3:18]. The yield is 0.490. (4) The reactants are [F:1][C:2]1[C:7]([CH2:8][OH:9])=[CH:6][CH:5]=[C:4]([NH:10][CH2:11][C:12]2[CH:17]=[CH:16][C:15]([O:18][CH3:19])=[CH:14][CH:13]=2)[N:3]=1. The catalyst is C(OCC)(=O)C.[O-2].[Mn+4].[O-2]. The product is [F:1][C:2]1[C:7]([CH:8]=[O:9])=[CH:6][CH:5]=[C:4]([NH:10][CH2:11][C:12]2[CH:17]=[CH:16][C:15]([O:18][CH3:19])=[CH:14][CH:13]=2)[N:3]=1. The yield is 0.990. (5) The reactants are [CH3:1][N:2]1[CH2:9][CH2:8][CH2:7][C@H:3]1[C:4]([OH:6])=O.[NH2:10][C:11]1[CH:12]=[C:13]([CH:30]=[CH:31][C:32]=1[CH3:33])[O:14][C:15]1[CH:16]=[CH:17][C:18]2[N:19]([CH:21]=[C:22]([NH:24][C:25]([CH:27]3[CH2:29][CH2:28]3)=[O:26])[N:23]=2)[N:20]=1.OC1C2N=NNC=2C=CC=1.F[P-](F)(F)(F)(F)F.N1(OC(N(C)C)=[N+](C)C)C2C=CC=CC=2N=N1.C(N(CC)C(C)C)(C)C. The catalyst is CN(C)C=O. The product is [CH:27]1([C:25]([NH:24][C:22]2[N:23]=[C:18]3[CH:17]=[CH:16][C:15]([O:14][C:13]4[CH:30]=[CH:31][C:32]([CH3:33])=[C:11]([NH:10][C:4](=[O:6])[C@@H:3]5[CH2:7][CH2:8][CH2:9][N:2]5[CH3:1])[CH:12]=4)=[N:20][N:19]3[CH:21]=2)=[O:26])[CH2:28][CH2:29]1. The yield is 0.0500.